Dataset: Full USPTO retrosynthesis dataset with 1.9M reactions from patents (1976-2016). Task: Predict the reactants needed to synthesize the given product. (1) Given the product [CH3:1][S:2]([O:32][C@H:28]1[C@H:27]([O:26][C:23]2[CH:24]=[N:25][C:20]([Br:19])=[CH:21][CH:22]=2)[CH2:31][O:30][CH2:29]1)(=[O:4])=[O:3], predict the reactants needed to synthesize it. The reactants are: [CH3:1][S:2](O[C@@H]1CCC[C@H]1OC1C=CC(Br)=CC=1)(=[O:4])=[O:3].[Br:19][C:20]1[N:25]=[CH:24][C:23]([O:26][C@@H:27]2[CH2:31][O:30][CH2:29][C@H:28]2[OH:32])=[CH:22][CH:21]=1. (2) Given the product [Cl:12][C:10]1[CH:9]=[CH:8][CH:7]=[C:6]2[C:11]=1[C:2]([CH:33]=[CH2:34])=[N:3][C:4]([C@@H:13]([NH:15][C:16](=[O:32])[O:17][CH2:18][CH:19]1[C:20]3[CH:21]=[CH:22][CH:23]=[CH:24][C:25]=3[C:26]3[C:31]1=[CH:30][CH:29]=[CH:28][CH:27]=3)[CH3:14])=[CH:5]2, predict the reactants needed to synthesize it. The reactants are: Cl[C:2]1[C:11]2[C:6](=[CH:7][CH:8]=[CH:9][C:10]=2[Cl:12])[CH:5]=[C:4]([C@@H:13]([NH:15][C:16](=[O:32])[O:17][CH2:18][CH:19]2[C:31]3[CH:30]=[CH:29][CH:28]=[CH:27][C:26]=3[C:25]3[C:20]2=[CH:21][CH:22]=[CH:23][CH:24]=3)[CH3:14])[N:3]=1.[CH2:33]([Sn](CCCC)(CCCC)C=C)[CH2:34]CC.C1C=CC(P(C2C=CC=CC=2)C2C=CC=CC=2)=CC=1. (3) The reactants are: [Cl:1][C:2]1[CH:3]=[C:4]2[C:10](B3OC(C)(C)C(C)(C)O3)=[CH:9][N:8](S(C3C=CC(C)=CC=3)(=O)=O)[C:5]2=[N:6][CH:7]=1.[C:30]([C:34]1[C:39]([F:40])=[C:38]([S:41][CH3:42])[N:37]=[C:36](Cl)[N:35]=1)([CH3:33])([CH3:32])[CH3:31].C([O-])([O-])=O.[Na+].[Na+]. Given the product [C:30]([C:34]1[C:39]([F:40])=[C:38]([S:41][CH3:42])[N:37]=[C:36]([C:10]2[C:4]3[C:5](=[N:6][CH:7]=[C:2]([Cl:1])[CH:3]=3)[NH:8][CH:9]=2)[N:35]=1)([CH3:33])([CH3:31])[CH3:32], predict the reactants needed to synthesize it. (4) Given the product [NH2:2][CH2:1][CH2:3][CH:4]([C:12]1[CH:20]=[CH:19][C:15]([C:16]([NH2:18])=[O:17])=[CH:14][CH:13]=1)[C:5]1[CH:6]=[CH:7][C:8]([F:11])=[CH:9][CH:10]=1, predict the reactants needed to synthesize it. The reactants are: [C:1](/[CH:3]=[C:4](\[C:12]1[CH:20]=[CH:19][C:15]([C:16]([NH2:18])=[O:17])=[CH:14][CH:13]=1)/[C:5]1[CH:10]=[CH:9][C:8]([F:11])=[CH:7][CH:6]=1)#[N:2]. (5) Given the product [N:10]1[C:15]2[C:14](=[CH:14][CH:13]=[CH:12][C:11]=2[NH:10][S:6]([C:2]2[S:1][CH:5]=[CH:4][N:3]=2)(=[O:8])=[O:7])[CH:13]=[CH:12][CH:11]=1, predict the reactants needed to synthesize it. The reactants are: [S:1]1[CH:5]=[CH:4][N:3]=[C:2]1[S:6](Cl)(=[O:8])=[O:7].[N:10]1[CH:15]=[CH:14][CH:13]=[CH:12][CH:11]=1. (6) The reactants are: [C:1]1(=[O:10])[C:9]2[C:4](=[CH:5][CH:6]=[CH:7][CH:8]=2)[CH2:3][NH:2]1.[Br:11][CH2:12][C:13]1[CH:18]=[CH:17][C:16]([CH2:19]Br)=[CH:15][CH:14]=1.C([O-])([O-])=O.[Cs+].[Cs+]. Given the product [Br:11][CH2:12][C:13]1[CH:18]=[CH:17][C:16]([CH2:19][N:2]2[CH2:3][C:4]3[C:9](=[CH:8][CH:7]=[CH:6][CH:5]=3)[C:1]2=[O:10])=[CH:15][CH:14]=1, predict the reactants needed to synthesize it. (7) Given the product [OH:21][CH2:20][C@@H:22]([NH:12][S:6]([C:2]1[O:1][CH:5]=[CH:4][CH:3]=1)(=[O:8])=[O:7])[C@@H:25]([CH3:26])[CH2:24][CH3:23], predict the reactants needed to synthesize it. The reactants are: [O:1]1[CH:5]=[CH:4][CH:3]=[C:2]1[S:6](Cl)(=[O:8])=[O:7].C([N:12](CC)CC)C.CCO[C:20]([CH3:22])=[O:21].[CH3:23][CH2:24][CH2:25][CH2:26]CC.